From a dataset of Full USPTO retrosynthesis dataset with 1.9M reactions from patents (1976-2016). Predict the reactants needed to synthesize the given product. (1) The reactants are: [CH:1]1([C:7]2[C:15]3[C:10](=[CH:11][C:12]([C:16]([O:18][CH3:19])=[O:17])=[CH:13][CH:14]=3)[NH:9][C:8]=2[C:20]2[CH:25]=[CH:24][C:23]([O:26][CH3:27])=[CH:22][C:21]=2[CH2:28][O:29][Si:30]([CH:37]([CH3:39])[CH3:38])([CH:34]([CH3:36])[CH3:35])[CH:31]([CH3:33])[CH3:32])[CH2:6][CH2:5][CH2:4][CH2:3][CH2:2]1.CN(C=O)C.[CH2:45](Br)[C:46]#[CH:47]. Given the product [CH3:19][O:18][C:16]([C:12]1[CH:11]=[C:10]2[C:15]([C:7]([CH:1]3[CH2:6][CH2:5][CH2:4][CH2:3][CH2:2]3)=[C:8]([C:20]3[CH:25]=[CH:24][C:23]([O:26][CH3:27])=[CH:22][C:21]=3[CH2:28][O:29][Si:30]([CH:31]([CH3:32])[CH3:33])([CH:37]([CH3:39])[CH3:38])[CH:34]([CH3:36])[CH3:35])[N:9]2[CH2:47][C:46]#[CH:45])=[CH:14][CH:13]=1)=[O:17], predict the reactants needed to synthesize it. (2) Given the product [N+:1]([C:4]1[CH:5]=[C:6]([CH2:10][CH2:11][O:12][S:21]([CH3:20])(=[O:23])=[O:22])[CH:7]=[CH:8][CH:9]=1)([O-:3])=[O:2], predict the reactants needed to synthesize it. The reactants are: [N+:1]([C:4]1[CH:5]=[C:6]([CH2:10][CH2:11][OH:12])[CH:7]=[CH:8][CH:9]=1)([O-:3])=[O:2].C(N(CC)CC)C.[CH3:20][S:21](Cl)(=[O:23])=[O:22]. (3) The reactants are: C([O-])([O-])=O.[Na+].[Na+].[Br:7][C:8]1[N:9]=[C:10]([C:28]2([CH3:31])[CH2:30][CH2:29]2)[N:11]([CH2:20][O:21][CH2:22][CH2:23][Si:24]([CH3:27])([CH3:26])[CH3:25])[C:12]=1[C:13]1[CH:18]=[CH:17][N:16]=[C:15](Cl)[N:14]=1.CCN(C(C)C)C(C)C.[NH2:41][CH2:42][CH2:43][C:44]#[N:45]. Given the product [Br:7][C:8]1[N:9]=[C:10]([C:28]2([CH3:31])[CH2:30][CH2:29]2)[N:11]([CH2:20][O:21][CH2:22][CH2:23][Si:24]([CH3:27])([CH3:26])[CH3:25])[C:12]=1[C:13]1[CH:18]=[CH:17][N:16]=[C:15]([NH:45][CH2:44][CH2:43][C:42]#[N:41])[N:14]=1, predict the reactants needed to synthesize it. (4) Given the product [Br:1][C:2]1[CH:11]=[CH:10][C:9]2[NH:8][C:7](=[S:24])[CH2:6][CH2:5][C:4]=2[C:3]=1[C:13]#[N:14], predict the reactants needed to synthesize it. The reactants are: [Br:1][C:2]1[CH:11]=[CH:10][C:9]2[NH:8][C:7](=O)[CH2:6][CH2:5][C:4]=2[C:3]=1[C:13]#[N:14].COC1C=CC(P2(SP(C3C=CC(OC)=CC=3)(=S)S2)=[S:24])=CC=1. (5) Given the product [N:1]([CH2:4][C@@H:5]1[CH2:10][NH:9][C:8]2[CH:11]=[CH:12][CH:13]=[C:14]([C:18]3[CH:19]=[CH:20][CH:21]=[CH:22][C:17]=3[Cl:16])[C:7]=2[O:6]1)=[N+:2]=[N-:3], predict the reactants needed to synthesize it. The reactants are: [N:1]([CH2:4][C@@H:5]1[CH2:10][NH:9][C:8]2[CH:11]=[CH:12][CH:13]=[C:14](Br)[C:7]=2[O:6]1)=[N+:2]=[N-:3].[Cl:16][C:17]1[CH:22]=[CH:21][CH:20]=[CH:19][C:18]=1B(O)O. (6) Given the product [OH:17][C:7]1([C:2]2[CH:3]=[CH:4][CH:5]=[CH:6][N:1]=2)[CH2:8][CH2:9][C:10](=[O:11])[CH2:15][CH2:16]1, predict the reactants needed to synthesize it. The reactants are: [N:1]1[CH:6]=[CH:5][CH:4]=[CH:3][C:2]=1[C:7]1([OH:17])[CH2:16][CH2:15][C:10]2(OCC[O:11]2)[CH2:9][CH2:8]1.Cl.